This data is from Reaction yield outcomes from USPTO patents with 853,638 reactions. The task is: Predict the reaction yield, written as a fraction of the theoretical maximum amount of product (1.0 means a 100% yield; for example, 0.34 means a 34% yield). (1) The reactants are N=[N+]=[N-].[N-:4]=[N+]=[N-].[Na+].O.[C@H:9]1(C(O)=O)[CH2:14][CH2:13][CH2:12][C@@H:11]([C:15]([OH:17])=[O:16])[CH2:10]1. The catalyst is C(Cl)(Cl)Cl.S(=O)(=O)(O)O. The product is [NH2:4][C@@H:9]1[CH2:14][CH2:13][CH2:12][C@H:11]([C:15]([OH:17])=[O:16])[CH2:10]1. The yield is 0.938. (2) The reactants are [CH2:1]1[C:10]2[C:5](=[CH:6][CH:7]=[CH:8][CH:9]=2)[CH2:4][CH2:3][N:2]1[CH2:11][CH2:12][CH2:13][CH2:14][O:15][C:16]1[N:25]=[C:24]2[C:19]([CH2:20][CH2:21][C:22](=[O:26])[NH:23]2)=[CH:18][CH:17]=1.[F:27][C:28]([F:40])([F:39])C1C=C2C(=CC=1)CNCC2. No catalyst specified. The product is [F:27][C:28]([F:40])([F:39])[C:7]1[CH:6]=[C:5]2[C:10](=[CH:9][CH:8]=1)[CH2:1][N:2]([CH2:11][CH2:12][CH2:13][CH2:14][O:15][C:16]1[N:25]=[C:24]3[C:19]([CH2:20][CH2:21][C:22](=[O:26])[NH:23]3)=[CH:18][CH:17]=1)[CH2:3][CH2:4]2. The yield is 0.430. (3) The reactants are [CH2:1]([N:3]([CH2:10][CH:11]1C[O:12]1)[C:4]1[CH:9]=[CH:8][CH:7]=[CH:6][CH:5]=1)[CH3:2].[CH3:14][O-:15].[Na+].[C:17]([O-])(O)=O.[Na+]. No catalyst specified. The product is [CH2:1]([N:3]([C:4]1[CH:9]=[CH:8][CH:7]=[CH:6][CH:5]=1)[CH2:10][CH:11]([OH:12])[CH2:14][O:15][CH3:17])[CH3:2]. The yield is 0.970.